From a dataset of Catalyst prediction with 721,799 reactions and 888 catalyst types from USPTO. Predict which catalyst facilitates the given reaction. (1) Reactant: C[O:2][C:3](=[O:36])[C@@H:4]([NH:14][C:15]([C:17]1[C:18]([CH3:35])=[N:19][C:20]([NH:24][CH2:25][CH2:26][CH2:27][C:28]2[CH:33]=[CH:32][C:31]([OH:34])=[CH:30][CH:29]=2)=[N:21][C:22]=1[CH3:23])=[O:16])[CH2:5][NH:6][C:7]([C:9]1[S:10][CH:11]=[CH:12][CH:13]=1)=[O:8].O.[OH-].[Li+]. Product: [OH:34][C:31]1[CH:32]=[CH:33][C:28]([CH2:27][CH2:26][CH2:25][NH:24][C:20]2[N:19]=[C:18]([CH3:35])[C:17]([C:15]([NH:14][C@@H:4]([CH2:5][NH:6][C:7]([C:9]3[S:10][CH:11]=[CH:12][CH:13]=3)=[O:8])[C:3]([OH:36])=[O:2])=[O:16])=[C:22]([CH3:23])[N:21]=2)=[CH:29][CH:30]=1. The catalyst class is: 20. (2) Reactant: C([O:3][CH:4]1[CH:9]([CH:10]([CH3:12])[CH3:11])[CH2:8][CH2:7][CH:6]([CH3:13])[CH2:5]1)=C. Product: [CH:6]1([CH3:13])[CH2:7][CH2:8][CH:9]([CH:10]([CH3:11])[CH3:12])[CH:4]([OH:3])[CH2:5]1. The catalyst class is: 5. (3) Reactant: [C:1]1([C:7]2([C:10]([OH:12])=[O:11])[CH2:9][CH2:8]2)[CH:6]=[CH:5][CH:4]=[CH:3][CH:2]=1.II.C(O[I:19](C1C=CC=CC=1)OC(=O)C)(=O)C.[Al]. Product: [I:19][C:2]1[CH:3]=[CH:4][CH:5]=[CH:6][C:1]=1[C:7]1([C:10]([OH:12])=[O:11])[CH2:9][CH2:8]1. The catalyst class is: 416. (4) Reactant: [CH:1]1([C:7]2[C:8]3[S:29][C:28]([C:30]([O:32][CH3:33])=[O:31])=[CH:27][C:9]=3[N:10]3[C:16]=2[C:15]2[CH:17]=[CH:18][CH:19]=[CH:20][C:14]=2[N:13]([CH2:21][CH2:22][N:23]([CH3:25])[CH3:24])[C:12](=O)[CH2:11]3)[CH2:6][CH2:5][CH2:4][CH2:3][CH2:2]1.B.CSC.Cl. Product: [CH:1]1([C:7]2[C:8]3[S:29][C:28]([C:30]([O:32][CH3:33])=[O:31])=[CH:27][C:9]=3[N:10]3[C:16]=2[C:15]2[CH:17]=[CH:18][CH:19]=[CH:20][C:14]=2[N:13]([CH2:21][CH2:22][N:23]([CH3:25])[CH3:24])[CH2:12][CH2:11]3)[CH2:6][CH2:5][CH2:4][CH2:3][CH2:2]1. The catalyst class is: 36. (5) Reactant: [Br:1][CH2:2][CH2:3][CH2:4][C:5]1([CH2:10][CH2:11][C:12]([O:14][CH:15]([CH3:17])[CH3:16])=[O:13])[O:9][CH2:8][CH2:7][O:6]1.[CH2:18]([P:22]([CH2:27][CH2:28][CH2:29][CH3:30])[CH2:23][CH2:24][CH2:25][CH3:26])[CH2:19][CH2:20][CH3:21]. Product: [Br-:1].[CH2:27]([P+:22]([CH2:18][CH2:19][CH2:20][CH3:21])([CH2:23][CH2:24][CH2:25][CH3:26])[CH2:2][CH2:3][CH2:4][C:5]1([CH2:10][CH2:11][C:12]([O:14][CH:15]([CH3:17])[CH3:16])=[O:13])[O:9][CH2:8][CH2:7][O:6]1)[CH2:28][CH2:29][CH3:30]. The catalyst class is: 10. (6) Reactant: C(N(C(C)C)CC)(C)C.[C:10](Cl)(=[O:14])[CH2:11][CH2:12][CH3:13].[C:16]([O:20][C:21]([NH:23][C:24]1[CH:25]=[CH:26][C:27]([OH:33])=[C:28]([CH:32]=1)[C:29]([OH:31])=[O:30])=[O:22])([CH3:19])([CH3:18])[CH3:17].Cl.Cl.CCOCC. Product: [C:16]([O:20][C:21]([NH:23][C:24]1[CH:25]=[CH:26][C:27]([O:33][C:10](=[O:14])[CH2:11][CH2:12][CH3:13])=[C:28]([CH:32]=1)[C:29]([OH:31])=[O:30])=[O:22])([CH3:19])([CH3:17])[CH3:18]. The catalyst class is: 268.